From a dataset of Full USPTO retrosynthesis dataset with 1.9M reactions from patents (1976-2016). Predict the reactants needed to synthesize the given product. (1) Given the product [OH:11][CH2:10][C:9]([O:25][C@@H:20]1[CH2:21][CH2:22][CH2:23][CH2:24][C@H:19]1[C:13]1[CH:18]=[CH:17][CH:16]=[CH:15][CH:14]=1)=[O:8].[CH:26]([Si:29]([CH:33]([CH3:35])[CH3:34])([CH:30]([CH3:32])[CH3:31])[O:8][CH2:9][C:10]([O:25][C@@H:20]1[CH2:21][CH2:22][CH2:23][CH2:24][C@H:19]1[C:13]1[CH:18]=[CH:17][CH:16]=[CH:15][CH:14]=1)=[O:11])([CH3:28])[CH3:27], predict the reactants needed to synthesize it. The reactants are: C([O:8][CH2:9][C:10](Cl)=[O:11])C1C=CC=CC=1.[C:13]1([C@@H:19]2[CH2:24][CH2:23][CH2:22][CH2:21][C@H:20]2[OH:25])[CH:18]=[CH:17][CH:16]=[CH:15][CH:14]=1.[CH:26]([Si:29](Cl)([CH:33]([CH3:35])[CH3:34])[CH:30]([CH3:32])[CH3:31])([CH3:28])[CH3:27].N1C=CN=C1. (2) Given the product [CH3:3][N:4]([N:6]=[N:7][C:8]1[C:12]2[CH2:13][CH2:14][CH2:15][CH2:16][C:11]=2[Se:10][C:9]=1[C:17]([NH2:2])=[O:19])[CH3:5], predict the reactants needed to synthesize it. The reactants are: [OH-].[NH4+:2].[CH3:3][N:4]([N:6]=[N:7][C:8]1[C:12]2[CH2:13][CH2:14][CH2:15][CH2:16][C:11]=2[Se:10][C:9]=1[C:17]([O-:19])=O)[CH3:5].O. (3) Given the product [CH2:5]([N:7]([CH2:10][CH3:11])[CH2:8][CH3:9])[CH3:6].[Cl-:2].[Al+3:1].[Cl-:2].[Cl-:2], predict the reactants needed to synthesize it. The reactants are: [Al+3:1].[Cl-:2].[Cl-].[Cl-].[CH2:5]([N:7]([CH2:10][CH3:11])[CH2:8][CH3:9])[CH3:6]. (4) Given the product [CH:1]1([CH2:4][O:5][C:6]2[CH:11]=[CH:10][C:9]([C:30]#[C:29][Si:26]([CH3:28])([CH3:27])[CH3:25])=[CH:8][CH:7]=2)[CH2:3][CH2:2]1, predict the reactants needed to synthesize it. The reactants are: [CH:1]1([CH2:4][O:5][C:6]2[CH:11]=[CH:10][C:9](I)=[CH:8][CH:7]=2)[CH2:3][CH2:2]1.C1COCC1.C(N(CC)CC)C.[CH3:25][Si:26]([C:29]#[CH:30])([CH3:28])[CH3:27]. (5) Given the product [I-:18].[CH:24]1([CH2:23][CH2:22][CH2:21][CH2:20][CH2:19][N+:17]2[C:16]3[C:11](=[CH:12][CH:13]=[CH:14][CH:15]=3)[CH:30]=[C:7]([C:1]3[CH:6]=[CH:5][CH:4]=[CH:3][CH:2]=3)[CH:8]=2)[CH2:29][CH2:28][CH2:27][CH2:26][CH2:25]1, predict the reactants needed to synthesize it. The reactants are: [C:1]1([NH:7][C:8]2C=N[C:11]3[C:16]([CH:17]=2)=[CH:15][CH:14]=[CH:13][CH:12]=3)[CH:6]=[CH:5][CH:4]=[CH:3][CH:2]=1.[I:18][CH2:19][CH2:20][CH2:21][CH2:22][CH2:23][C:24]1[CH:29]=[CH:28][CH:27]=[CH:26][CH:25]=1.[CH3:30]COCC. (6) Given the product [CH2:24]([O:23][C:12]1[N:13]=[C:14]([NH:16][CH2:17][C:18]2[O:19][CH:20]=[CH:21][CH:22]=2)[N:15]=[C:10]([NH:27][C:28]2[CH:38]=[CH:37][C:31]3[NH:32][C:33](=[O:36])[CH2:34][O:35][C:30]=3[CH:29]=2)[N:11]=1)[CH3:25], predict the reactants needed to synthesize it. The reactants are: CN(C)C1C=CC(N[C:10]2[N:15]=[C:14]([NH:16][CH2:17][C:18]3[O:19][CH:20]=[CH:21][CH:22]=3)[N:13]=[C:12]([O:23][CH2:24][CH3:25])[N:11]=2)=CC=1.[NH2:27][C:28]1[CH:38]=[CH:37][C:31]2[NH:32][C:33](=[O:36])[CH2:34][O:35][C:30]=2[CH:29]=1.C([O-])([O-])=O.[K+].[K+].CN(C=O)C. (7) Given the product [CH3:20][O:21][C:22]1[CH:23]=[C:24]([N:37]2[CH2:38][CH2:39][O:40][CH2:41][CH2:42]2)[CH:25]=[CH:26][C:27]=1[C:9]1[N:8]([CH2:12][O:13][CH2:14][CH2:15][Si:16]([CH3:19])([CH3:18])[CH3:17])[C:4]2[N:5]=[CH:6][N:7]=[C:2]([C:66]3[CH:67]=[CH:68][C:61]([O:60][CH:57]4[CH2:58][CH2:59][O:54][CH2:55][CH2:56]4)=[C:62]([CH:65]=3)[C:63]#[N:64])[C:3]=2[CH:10]=1, predict the reactants needed to synthesize it. The reactants are: Cl[C:2]1[C:3]2[CH:10]=[C:9](I)[N:8]([CH2:12][O:13][CH2:14][CH2:15][Si:16]([CH3:19])([CH3:18])[CH3:17])[C:4]=2[N:5]=[CH:6][N:7]=1.[CH3:20][O:21][C:22]1[CH:23]=[C:24]([N:37]2[CH2:42][CH2:41][O:40][CH2:39][CH2:38]2)[CH:25]=[CH:26][C:27]=1B1OC(C)(C)C(C)(C)O1.C([O-])([O-])=O.[Na+].[Na+].C([O-])(=O)C.[K+].[O:54]1[CH2:59][CH2:58][CH:57]([O:60][C:61]2[CH:68]=[CH:67][C:66](B3OC(C)(C)C(C)(C)O3)=[CH:65][C:62]=2[C:63]#[N:64])[CH2:56][CH2:55]1.